This data is from Reaction yield outcomes from USPTO patents with 853,638 reactions. The task is: Predict the reaction yield, written as a fraction of the theoretical maximum amount of product (1.0 means a 100% yield; for example, 0.34 means a 34% yield). The reactants are [CH2:1]([O:8][N:9](C(OC(C)(C)C)=O)[C@H:10]1[CH2:15][N:14]([C:16]([O:18][CH2:19][CH:20]2[C:32]3[CH:31]=[CH:30][CH:29]=[CH:28][C:27]=3[C:26]3[C:21]2=[CH:22][CH:23]=[CH:24][CH:25]=3)=[O:17])[CH:13]([C:33](=[O:35])[NH2:34])[C:12]([CH2:36][O:37][Si:38]([C:41]([CH3:44])([CH3:43])[CH3:42])([CH3:40])[CH3:39])=[CH:11]1)[C:2]1[CH:7]=[CH:6][CH:5]=[CH:4][CH:3]=1. The catalyst is C(Cl)Cl.[Br-].[Zn+2].[Br-]. The product is [CH2:1]([O:8][NH:9][C@H:10]1[CH2:15][N:14]([C:16]([O:18][CH2:19][CH:20]2[C:21]3[CH:22]=[CH:23][CH:24]=[CH:25][C:26]=3[C:27]3[C:32]2=[CH:31][CH:30]=[CH:29][CH:28]=3)=[O:17])[CH:13]([C:33](=[O:35])[NH2:34])[C:12]([CH2:36][O:37][Si:38]([C:41]([CH3:44])([CH3:43])[CH3:42])([CH3:39])[CH3:40])=[CH:11]1)[C:2]1[CH:7]=[CH:6][CH:5]=[CH:4][CH:3]=1. The yield is 0.950.